From a dataset of HIV replication inhibition screening data with 41,000+ compounds from the AIDS Antiviral Screen. Binary Classification. Given a drug SMILES string, predict its activity (active/inactive) in a high-throughput screening assay against a specified biological target. (1) The drug is CCC(=O)C(C)C(=O)C(=O)C(=O)OC. The result is 0 (inactive). (2) The drug is N#CC(=Cc1cccc(Br)c1)C(=O)c1ccccc1. The result is 0 (inactive).